This data is from Full USPTO retrosynthesis dataset with 1.9M reactions from patents (1976-2016). The task is: Predict the reactants needed to synthesize the given product. (1) Given the product [C:24]([NH:34][CH2:35][CH2:36][CH2:37][CH2:38][CH2:39][Br:20])([O:26][CH2:27][C:28]1[CH:33]=[CH:32][CH:31]=[CH:30][CH:29]=1)=[O:25], predict the reactants needed to synthesize it. The reactants are: C1(P(C2C=CC=CC=2)C2C=CC=CC=2)C=CC=CC=1.[Br-:20].[Li+].BrBr.[C:24]([NH:34][CH2:35][CH2:36][CH2:37][CH2:38][CH2:39]O)([O:26][CH2:27][C:28]1[CH:33]=[CH:32][CH:31]=[CH:30][CH:29]=1)=[O:25].C(N(CC)C(C)C)(C)C. (2) Given the product [Si:1]([O:18][CH2:19][C:20]1[C:25]([N:26]2[CH2:31][C@H:30]([CH3:32])[O:29][C@H:28]([CH3:33])[CH2:27]2)=[C:24]([Cl:34])[C:23]([F:35])=[C:22]([CH:42]([C:38]2[CH:37]=[N:36][CH:41]=[CH:40][CH:39]=2)[OH:43])[CH:21]=1)([C:14]([CH3:16])([CH3:17])[CH3:15])([C:2]1[CH:7]=[CH:6][CH:5]=[CH:4][CH:3]=1)[C:8]1[CH:13]=[CH:12][CH:11]=[CH:10][CH:9]=1, predict the reactants needed to synthesize it. The reactants are: [Si:1]([O:18][CH2:19][C:20]1[C:25]([N:26]2[CH2:31][C@H:30]([CH3:32])[O:29][C@H:28]([CH3:33])[CH2:27]2)=[C:24]([Cl:34])[C:23]([F:35])=[CH:22][CH:21]=1)([C:14]([CH3:17])([CH3:16])[CH3:15])([C:8]1[CH:13]=[CH:12][CH:11]=[CH:10][CH:9]=1)[C:2]1[CH:7]=[CH:6][CH:5]=[CH:4][CH:3]=1.[N:36]1[CH:41]=[CH:40][CH:39]=[C:38]([CH:42]=[O:43])[CH:37]=1.[Li+].CC([N-]C(C)C)C.